From a dataset of Full USPTO retrosynthesis dataset with 1.9M reactions from patents (1976-2016). Predict the reactants needed to synthesize the given product. (1) Given the product [N:11]1[C:10]2[N:3]3[CH:4]=[CH:5][N:1]=[C:2]3[CH2:6][CH2:7][O:8][C:9]=2[CH:18]=[C:13]([C:14]([O:16][CH3:17])=[O:15])[CH:12]=1, predict the reactants needed to synthesize it. The reactants are: [NH:1]1[CH:5]=[CH:4][N:3]=[C:2]1[CH2:6][CH2:7][O:8][C:9]1[C:10](I)=[N:11][CH:12]=[C:13]([CH:18]=1)[C:14]([O:16][CH3:17])=[O:15].C1C=C2C(C(O)(O)C(=O)C2=CC=1)=O.C(=O)([O-])[O-].[K+].[K+].O. (2) Given the product [Br:1][C:2]1[CH:7]=[C:6]([CH:8]([CH3:10])[CH3:9])[CH:5]=[CH:4][C:3]=1[N:11]([CH2:27][CH3:28])[C:12]1[N:13]=[C:14]([CH3:25])[C:15]2[CH2:20][CH2:19][N:18]([CH2:21][CH2:22][O:23][CH3:24])[C:16]=2[N:17]=1, predict the reactants needed to synthesize it. The reactants are: [Br:1][C:2]1[CH:7]=[C:6]([CH:8]([CH3:10])[CH3:9])[CH:5]=[CH:4][C:3]=1[NH:11][C:12]1[N:13]=[C:14]([CH3:25])[C:15]2[CH2:20][CH2:19][N:18]([CH2:21][CH2:22][O:23][CH3:24])[C:16]=2[N:17]=1.I[CH2:27][CH3:28].[H-].[Na+].[OH-].[Na+]. (3) The reactants are: [Cl:1][C:2]1[CH:8]=[CH:7][C:6]([N+:9]([O-:11])=[O:10])=[CH:5][C:3]=1N.Cl.N([O-])=O.[Na+].[C:17]([S-:19])#[N:18].[K+]. Given the product [Cl:1][C:2]1[CH:8]=[CH:7][C:6]([N+:9]([O-:11])=[O:10])=[CH:5][C:3]=1[S:19][C:17]#[N:18], predict the reactants needed to synthesize it. (4) Given the product [CH3:29][C:18]1[N:19]=[C:20]2[N:21]([CH2:24][CH2:25][CH2:26][CH:27]2[OH:28])[C:22](=[O:23])[C:17]=1[CH2:16][CH2:15][N:12]1[CH2:13][CH2:14][CH:9]([C:6]2[C:5]3[CH:30]=[CH:31][C:2]([F:1])=[CH:3][C:4]=3[O:8][N:7]=2)[CH2:10][CH2:11]1, predict the reactants needed to synthesize it. The reactants are: [F:1][C:2]1[CH:31]=[CH:30][C:5]2[C:6]([CH:9]3[CH2:14][CH2:13][N:12]([CH2:15][CH2:16][C:17]4[C:22](=[O:23])[N:21]5[CH:24]=[CH:25][CH:26]=[C:27]([OH:28])[C:20]5=[N:19][C:18]=4[CH3:29])[CH2:11][CH2:10]3)=[N:7][O:8][C:4]=2[CH:3]=1.[H][H].